This data is from Reaction yield outcomes from USPTO patents with 853,638 reactions. The task is: Predict the reaction yield, written as a fraction of the theoretical maximum amount of product (1.0 means a 100% yield; for example, 0.34 means a 34% yield). (1) The reactants are Cl[C:2]1[C:7]([Cl:8])=[CH:6][C:5]([Cl:9])=[C:4]([Cl:10])[N:3]=1.[CH:11]1([C:14]2[NH:18][N:17]=[C:16]([NH2:19])[CH:15]=2)[CH2:13][CH2:12]1.C(N(CC)CC)C. The catalyst is CN1C(=O)CCC1. The product is [Cl:8][C:7]1[C:2]([NH:19][C:16]2[CH:15]=[C:14]([CH:11]3[CH2:13][CH2:12]3)[NH:18][N:17]=2)=[N:3][C:4]([Cl:10])=[C:5]([Cl:9])[CH:6]=1. The yield is 0.120. (2) The catalyst is C(Cl)Cl. The product is [CH3:18][C:19]1([C:25]([NH:10][C@@H:9]2[CH2:8][NH:7][C:6]2=[O:5])=[O:26])[CH2:24][CH2:23][CH2:22][CH2:21][CH2:20]1. The reactants are C([O-])(=O)C.[O:5]=[C:6]1[C@H:9]([NH3+:10])[CH2:8][NH:7]1.CCN(CC)CC.[CH3:18][C:19]1([C:25](Cl)=[O:26])[CH2:24][CH2:23][CH2:22][CH2:21][CH2:20]1. The yield is 0.570. (3) The reactants are CN(C(ON1N=NC2C=CC=NC1=2)=[N+](C)C)C.F[P-](F)(F)(F)(F)F.[CH3:25][O:26][C@:27]1([C:36]2[CH:45]=[CH:44][C:43]3[C:38](=[CH:39][C:40]([CH:48]=[CH2:49])=[C:41]([O:46][CH3:47])[CH:42]=3)[CH:37]=2)[CH2:31][NH:30][C@H:29]([C:32]([O:34][CH3:35])=[O:33])[CH2:28]1.[CH3:50][C:51]([CH3:68])([CH2:65][CH:66]=[CH2:67])[CH2:52][CH2:53][O:54][C:55]([NH:57][C@@H:58]([CH:62]([CH3:64])[CH3:63])[C:59](O)=[O:60])=[O:56].CCN(C(C)C)C(C)C. The catalyst is C(Cl)Cl. The product is [CH3:68][C:51]([CH3:50])([CH2:65][CH:66]=[CH2:67])[CH2:52][CH2:53][O:54][C:55]([NH:57][C@@H:58]([CH:62]([CH3:64])[CH3:63])[C:59]([N:30]1[CH2:31][C@:27]([O:26][CH3:25])([C:36]2[CH:45]=[CH:44][C:43]3[C:38](=[CH:39][C:40]([CH:48]=[CH2:49])=[C:41]([O:46][CH3:47])[CH:42]=3)[CH:37]=2)[CH2:28][C@H:29]1[C:32]([O:34][CH3:35])=[O:33])=[O:60])=[O:56]. The yield is 0.750. (4) The reactants are [Cl:1][C:2]1[CH:3]=[CH:4][CH:5]=[C:6]2[C:11]=1[C:10](=[O:12])[N:9]([C:13]1[CH:18]=[CH:17][CH:16]=[CH:15][CH:14]=1)[C:8]([C@@H:19]([NH:21][C:22]1[N:30]=[CH:29][N:28]=[C:27]3[C:23]=1[N:24]=[CH:25][N:26]3C1CCCCO1)[CH3:20])=[CH:7]2. The catalyst is Cl.CCO. The product is [N:30]1[C:22]([NH:21][C@H:19]([C:8]2[N:9]([C:13]3[CH:18]=[CH:17][CH:16]=[CH:15][CH:14]=3)[C:10](=[O:12])[C:11]3[C:6]([CH:7]=2)=[CH:5][CH:4]=[CH:3][C:2]=3[Cl:1])[CH3:20])=[C:23]2[C:27]([NH:26][CH:25]=[N:24]2)=[N:28][CH:29]=1. The yield is 0.900. (5) The reactants are [CH3:1][O:2][C:3]1[CH:8]=[CH:7][C:6](B(O)O)=[CH:5][CH:4]=1.C(O)C.Br[C:16]1[O:20][C:19]([CH:21]=[O:22])=[CH:18][CH:17]=1.C(=O)([O-])[O-].[Na+].[Na+]. The catalyst is C1(C)C=CC=CC=1. The product is [CH3:1][O:2][C:3]1[CH:8]=[CH:7][C:6]([C:16]2[O:20][C:19]([CH:21]=[O:22])=[CH:18][CH:17]=2)=[CH:5][CH:4]=1. The yield is 0.848. (6) The yield is 0.909. The reactants are [C:1](#[N:5])[CH:2]([CH3:4])[CH3:3].C[N-]C.[Li+].Br[CH2:11][CH2:12][CH2:13][Cl:14]. The product is [Cl:14][CH2:13][CH2:12][CH2:11][C:2]([CH3:4])([CH3:3])[C:1]#[N:5]. The catalyst is CCCCCC.